Dataset: NCI-60 drug combinations with 297,098 pairs across 59 cell lines. Task: Regression. Given two drug SMILES strings and cell line genomic features, predict the synergy score measuring deviation from expected non-interaction effect. (1) Drug 1: C1CC(C1)(C2=CC=C(C=C2)C3=C(C=C4C(=N3)C=CN5C4=NNC5=O)C6=CC=CC=C6)N. Drug 2: CCC1=C2CN3C(=CC4=C(C3=O)COC(=O)C4(CC)O)C2=NC5=C1C=C(C=C5)O. Cell line: OVCAR3. Synergy scores: CSS=48.7, Synergy_ZIP=-5.87, Synergy_Bliss=-6.57, Synergy_Loewe=0.683, Synergy_HSA=0.797. (2) Drug 1: C1=NC2=C(N=C(N=C2N1C3C(C(C(O3)CO)O)F)Cl)N. Drug 2: CC(C)NC(=O)C1=CC=C(C=C1)CNNC.Cl. Cell line: UO-31. Synergy scores: CSS=5.47, Synergy_ZIP=-1.13, Synergy_Bliss=0.810, Synergy_Loewe=0.411, Synergy_HSA=0.627. (3) Drug 1: CC1=CC=C(C=C1)C2=CC(=NN2C3=CC=C(C=C3)S(=O)(=O)N)C(F)(F)F. Drug 2: COC1=C2C(=CC3=C1OC=C3)C=CC(=O)O2. Cell line: M14. Synergy scores: CSS=-10.6, Synergy_ZIP=12.7, Synergy_Bliss=12.5, Synergy_Loewe=3.60, Synergy_HSA=-3.28. (4) Drug 1: CCC1(CC2CC(C3=C(CCN(C2)C1)C4=CC=CC=C4N3)(C5=C(C=C6C(=C5)C78CCN9C7C(C=CC9)(C(C(C8N6C=O)(C(=O)OC)O)OC(=O)C)CC)OC)C(=O)OC)O.OS(=O)(=O)O. Drug 2: C(CN)CNCCSP(=O)(O)O. Cell line: SK-MEL-28. Synergy scores: CSS=4.37, Synergy_ZIP=-3.92, Synergy_Bliss=-5.94, Synergy_Loewe=-9.79, Synergy_HSA=-4.40. (5) Drug 1: C1=CC(=C2C(=C1NCCNCCO)C(=O)C3=C(C=CC(=C3C2=O)O)O)NCCNCCO. Drug 2: CC(CN1CC(=O)NC(=O)C1)N2CC(=O)NC(=O)C2. Cell line: UO-31. Synergy scores: CSS=24.2, Synergy_ZIP=-9.63, Synergy_Bliss=-5.38, Synergy_Loewe=-1.01, Synergy_HSA=0.0256. (6) Drug 1: C1CCC(C1)C(CC#N)N2C=C(C=N2)C3=C4C=CNC4=NC=N3. Drug 2: CC1C(C(=O)NC(C(=O)N2CCCC2C(=O)N(CC(=O)N(C(C(=O)O1)C(C)C)C)C)C(C)C)NC(=O)C3=C4C(=C(C=C3)C)OC5=C(C(=O)C(=C(C5=N4)C(=O)NC6C(OC(=O)C(N(C(=O)CN(C(=O)C7CCCN7C(=O)C(NC6=O)C(C)C)C)C)C(C)C)C)N)C. Cell line: SF-268. Synergy scores: CSS=25.5, Synergy_ZIP=12.7, Synergy_Bliss=13.4, Synergy_Loewe=8.51, Synergy_HSA=9.07. (7) Drug 1: CC1C(C(CC(O1)OC2CC(OC(C2O)C)OC3=CC4=CC5=C(C(=O)C(C(C5)C(C(=O)C(C(C)O)O)OC)OC6CC(C(C(O6)C)O)OC7CC(C(C(O7)C)O)OC8CC(C(C(O8)C)O)(C)O)C(=C4C(=C3C)O)O)O)O. Drug 2: C1=NC2=C(N1)C(=S)N=CN2. Cell line: CAKI-1. Synergy scores: CSS=35.7, Synergy_ZIP=-7.47, Synergy_Bliss=-7.44, Synergy_Loewe=-6.74, Synergy_HSA=-2.81.